This data is from Forward reaction prediction with 1.9M reactions from USPTO patents (1976-2016). The task is: Predict the product of the given reaction. Given the reactants [Si]([O:18][C@@H:19]1[CH2:23][CH2:22][N:21]([C:24]2[S:25][CH:26]=[C:27]([C:29](=[O:31])[NH2:30])[N:28]=2)[CH2:20]1)(C(C)(C)C)(C1C=CC=CC=1)C1C=CC=CC=1.[F-].C([N+](CCCC)(CCCC)CCCC)CCC, predict the reaction product. The product is: [C:29]([C:27]1[N:28]=[C:24]([N:21]2[CH2:22][CH2:23][C@@H:19]([OH:18])[CH2:20]2)[S:25][CH:26]=1)(=[O:31])[NH2:30].